The task is: Predict which catalyst facilitates the given reaction.. This data is from Catalyst prediction with 721,799 reactions and 888 catalyst types from USPTO. Reactant: [NH2:1][C:2]1([C@@H:5]2[CH2:9][CH2:8][N:7]([CH:10]([C:17]3[CH:22]=[CH:21][CH:20]=[CH:19][CH:18]=3)[C:11]3[CH:16]=[CH:15][CH:14]=[CH:13][CH:12]=3)[CH2:6]2)[CH2:4][CH2:3]1.[OH-].[Na+].[C:25](O[C:25]([O:27][C:28]([CH3:31])([CH3:30])[CH3:29])=[O:26])([O:27][C:28]([CH3:31])([CH3:30])[CH3:29])=[O:26]. Product: [C:28]([O:27][C:25]([NH:1][C:2]1([C@@H:5]2[CH2:9][CH2:8][N:7]([CH:10]([C:17]3[CH:22]=[CH:21][CH:20]=[CH:19][CH:18]=3)[C:11]3[CH:12]=[CH:13][CH:14]=[CH:15][CH:16]=3)[CH2:6]2)[CH2:4][CH2:3]1)=[O:26])([CH3:31])([CH3:30])[CH3:29]. The catalyst class is: 107.